This data is from Full USPTO retrosynthesis dataset with 1.9M reactions from patents (1976-2016). The task is: Predict the reactants needed to synthesize the given product. (1) The reactants are: F[C:2]1[CH:9]=[CH:8][C:7]([N+:10]([O-:12])=[O:11])=[CH:6][C:3]=1[CH:4]=O.C(=O)([O-])[O-].[K+].[K+].[C:19]([O:23][CH2:24][CH3:25])(=[O:22])[CH2:20][SH:21].Cl. Given the product [N+:10]([C:7]1[CH:8]=[CH:9][C:2]2[S:21][C:20]([C:19]([O:23][CH2:24][CH3:25])=[O:22])=[CH:4][C:3]=2[CH:6]=1)([O-:12])=[O:11], predict the reactants needed to synthesize it. (2) Given the product [Br:1][C:2]1[CH:7]=[CH:6][CH:5]=[CH:4][C:3]=1[CH2:8][CH2:9][NH:10][C:11](=[O:13])[CH3:12], predict the reactants needed to synthesize it. The reactants are: [Br:1][C:2]1[CH:7]=[CH:6][CH:5]=[CH:4][C:3]=1[CH2:8][CH2:9][NH2:10].[C:11](OC(=O)C)(=[O:13])[CH3:12]. (3) Given the product [Br:20][C:14]1[CH:15]=[C:16]([C:4]2[CH:3]=[C:2]([Cl:1])[N:7]=[CH:6][C:5]=2[NH2:8])[C:11]([F:10])=[N:12][CH:13]=1, predict the reactants needed to synthesize it. The reactants are: [Cl:1][C:2]1[N:7]=[CH:6][C:5]([NH2:8])=[C:4](I)[CH:3]=1.[F:10][C:11]1[C:16](B(O)O)=[CH:15][C:14]([Br:20])=[CH:13][N:12]=1. (4) The reactants are: C(OC(=O)[NH:10][C:11]1([C:18]2[CH:23]=[CH:22][C:21]([F:24])=[CH:20][CH:19]=2)[CH2:16][CH2:15][CH:14]([OH:17])[CH2:13][CH2:12]1)C1C=CC=CC=1. Given the product [NH2:10][C:11]1([C:18]2[CH:19]=[CH:20][C:21]([F:24])=[CH:22][CH:23]=2)[CH2:16][CH2:15][CH:14]([OH:17])[CH2:13][CH2:12]1, predict the reactants needed to synthesize it. (5) Given the product [NH2:21][C:20]1[N:22]=[CH:4][C:5]2[C:6](=[O:17])[CH2:7][CH:8]([C:12]3[S:13][CH:14]=[CH:15][CH:16]=3)[CH2:9][C:10]=2[N:19]=1, predict the reactants needed to synthesize it. The reactants are: CN([CH:4]=[C:5]1[C:10](=O)[CH2:9][CH:8]([C:12]2[S:13][CH:14]=[CH:15][CH:16]=2)[CH2:7][C:6]1=[O:17])C.Cl.[NH2:19][C:20]([NH2:22])=[NH:21].C(=O)([O-])[O-].[Na+].[Na+].NC1N=CC2C(=O)CC(C3C=CC(Cl)=CC=3)CC=2N=1. (6) Given the product [F:1][C:2]1[CH:7]=[C:6]([F:8])[CH:5]=[CH:4][C:3]=1[N:9]1[CH2:10][CH2:11][N:12]([CH2:15][CH2:16][CH2:17][C:18]2[CH:23]=[C:22]([NH2:24])[N:21]3[N:25]=[C:26]([C:28]4[O:29][CH:30]=[CH:31][CH:32]=4)[N:27]=[C:20]3[N:19]=2)[CH2:13][CH2:14]1, predict the reactants needed to synthesize it. The reactants are: [F:1][C:2]1[CH:7]=[C:6]([F:8])[CH:5]=[CH:4][C:3]=1[N:9]1[CH2:14][CH2:13][N:12]([CH2:15][C:16]#[C:17][C:18]2[CH:23]=[C:22]([NH2:24])[N:21]3[N:25]=[C:26]([C:28]4[O:29][CH:30]=[CH:31][CH:32]=4)[N:27]=[C:20]3[N:19]=2)[CH2:11][CH2:10]1. (7) The reactants are: [Cl:1][C:2]1[C:3]([C:30]2[CH:35]=[C:34]([Cl:36])[CH:33]=[CH:32][C:31]=2[C:37]#[N:38])=[CH:4][C:5](=[O:29])[N:6]([CH:8]([CH2:25][CH2:26][O:27][CH3:28])[C:9]([NH:11][C:12]2[CH:24]=[CH:23][C:15]([C:16]([O:18]C(C)(C)C)=[O:17])=[CH:14][CH:13]=2)=[O:10])[CH:7]=1.C(O)(C(F)(F)F)=O. Given the product [Cl:1][C:2]1[C:3]([C:30]2[CH:35]=[C:34]([Cl:36])[CH:33]=[CH:32][C:31]=2[C:37]#[N:38])=[CH:4][C:5](=[O:29])[N:6]([CH:8]([CH2:25][CH2:26][O:27][CH3:28])[C:9]([NH:11][C:12]2[CH:13]=[CH:14][C:15]([C:16]([OH:18])=[O:17])=[CH:23][CH:24]=2)=[O:10])[CH:7]=1, predict the reactants needed to synthesize it. (8) Given the product [C:1]([C:5]1[CH:9]=[C:8]([NH:10][C:22](=[O:23])[O:24][C:25]2[CH:30]=[CH:29][CH:28]=[CH:27][CH:26]=2)[N:7]([C:11]2[CH:16]=[CH:15][CH:14]=[CH:13][C:12]=2[C:17]([F:19])([F:20])[F:18])[N:6]=1)([CH3:4])([CH3:2])[CH3:3], predict the reactants needed to synthesize it. The reactants are: [C:1]([C:5]1[CH:9]=[C:8]([NH2:10])[N:7]([C:11]2[CH:16]=[CH:15][CH:14]=[CH:13][C:12]=2[C:17]([F:20])([F:19])[F:18])[N:6]=1)([CH3:4])([CH3:3])[CH3:2].Cl[C:22]([O:24][C:25]1[CH:30]=[CH:29][CH:28]=[CH:27][CH:26]=1)=[O:23]. (9) Given the product [N:31]1[N:32]([C:2]2[CH:3]=[C:4]([CH:28]=[CH:29][CH:30]=2)[CH2:5][N:6]2[CH2:11][CH2:10][CH2:9][C:8]3([CH2:16][CH2:15][N:14]([C:17]4[CH:26]=[N:25][C:24]5[C:19](=[CH:20][CH:21]=[CH:22][CH:23]=5)[N:18]=4)[CH2:13][CH2:12]3)[C:7]2=[O:27])[N:33]=[CH:34][CH:35]=1, predict the reactants needed to synthesize it. The reactants are: I[C:2]1[CH:3]=[C:4]([CH:28]=[CH:29][CH:30]=1)[CH2:5][N:6]1[CH2:11][CH2:10][CH2:9][C:8]2([CH2:16][CH2:15][N:14]([C:17]3[CH:26]=[N:25][C:24]4[C:19](=[CH:20][CH:21]=[CH:22][CH:23]=4)[N:18]=3)[CH2:13][CH2:12]2)[C:7]1=[O:27].[NH:31]1[CH:35]=[CH:34][N:33]=[N:32]1.CN[C@@H]1CCCC[C@H]1NC.[O-]P([O-])([O-])=O.[K+].[K+].[K+]. (10) Given the product [Cl:13][C:9]1[CH:8]=[CH:7][N:6]=[C:5]2[C:4]=1[CH:3]=[CH:2][NH:1]2, predict the reactants needed to synthesize it. The reactants are: [NH:1]1[C:5]2=[N+:6]([O-])[CH:7]=[CH:8][CH:9]=[C:4]2[CH:3]=[CH:2]1.O=P(Cl)(Cl)[Cl:13].